From a dataset of Peptide-MHC class II binding affinity with 134,281 pairs from IEDB. Regression. Given a peptide amino acid sequence and an MHC pseudo amino acid sequence, predict their binding affinity value. This is MHC class II binding data. (1) The peptide sequence is LDFAKVASVQRMMRR. The MHC is DRB1_0101 with pseudo-sequence DRB1_0101. The binding affinity (normalized) is 0.871. (2) The peptide sequence is GLRSDTTLLRALGAQ. The MHC is DRB3_0101 with pseudo-sequence DRB3_0101. The binding affinity (normalized) is 0.328. (3) The peptide sequence is EKKYFAATQFEPLAA. The MHC is DRB1_0701 with pseudo-sequence DRB1_0701. The binding affinity (normalized) is 0.747. (4) The peptide sequence is VFGYRKPLDNIKDNV. The MHC is DRB1_0405 with pseudo-sequence DRB1_0405. The binding affinity (normalized) is 0.393. (5) The peptide sequence is SAAPLRTITADTFRK. The MHC is DRB1_0405 with pseudo-sequence DRB1_0405. The binding affinity (normalized) is 0.327.